Dataset: Full USPTO retrosynthesis dataset with 1.9M reactions from patents (1976-2016). Task: Predict the reactants needed to synthesize the given product. Given the product [CH3:32][C:29]([CH3:30])([CH3:31])[CH2:28][O:27][C:25]([NH:24][C@@H:18]([CH2:17][C:14]1[CH:15]=[CH:16][C:8]2[O:7][C@@H:6]([CH2:5][CH2:4][C:1](=[O:2])[NH:33][C:34]3[NH:35][CH:36]=[CH:37][N:38]=3)[C:11](=[O:12])[NH:10][C:9]=2[CH:13]=1)[C:19]([O:21][CH2:22][CH3:23])=[O:20])=[O:26], predict the reactants needed to synthesize it. The reactants are: [C:1]([CH2:4][CH2:5][C@H:6]1[C:11](=[O:12])[NH:10][C:9]2[CH:13]=[C:14]([CH2:17][C@H:18]([NH:24][C:25]([O:27][CH2:28][C:29]([CH3:32])([CH3:31])[CH3:30])=[O:26])[C:19]([O:21][CH2:22][CH3:23])=[O:20])[CH:15]=[CH:16][C:8]=2[O:7]1)(O)=[O:2].[NH2:33][C:34]1[NH:35][CH:36]=[CH:37][N:38]=1.CN(C(ON1N=NC2C=CC=CC1=2)=[N+](C)C)C.[B-](F)(F)(F)F.C1C=CC2N(O)N=NC=2C=1.C(=O)([O-])[O-].[K+].[K+].